Dataset: Reaction yield outcomes from USPTO patents with 853,638 reactions. Task: Predict the reaction yield, written as a fraction of the theoretical maximum amount of product (1.0 means a 100% yield; for example, 0.34 means a 34% yield). (1) The reactants are [C:1]([O:5][C:6](=[O:26])[NH:7][CH2:8][C:9]1[CH:14]=[C:13]([O:15][C:16]2[CH:21]=[CH:20][CH:19]=[C:18]([Cl:22])[CH:17]=2)[CH:12]=[CH:11][C:10]=1[N+:23]([O-])=O)([CH3:4])([CH3:3])[CH3:2].[Cl-].[NH4+]. The catalyst is C(O)C.O.[Fe]. The product is [C:1]([O:5][C:6](=[O:26])[NH:7][CH2:8][C:9]1[CH:14]=[C:13]([O:15][C:16]2[CH:21]=[CH:20][CH:19]=[C:18]([Cl:22])[CH:17]=2)[CH:12]=[CH:11][C:10]=1[NH2:23])([CH3:4])([CH3:2])[CH3:3]. The yield is 0.990. (2) The reactants are [Cl:1][C:2]1[CH:7]=[CH:6][C:5]([Cl:8])=[CH:4][C:3]=1[C:9]1[O:13][N:12]=[CH:11][C:10]=1[C:14](OCC)=[O:15].[H-].C([Al+]CC(C)C)C(C)C.Cl. The catalyst is O1CCCC1. The product is [Cl:1][C:2]1[CH:7]=[CH:6][C:5]([Cl:8])=[CH:4][C:3]=1[C:9]1[O:13][N:12]=[CH:11][C:10]=1[CH2:14][OH:15]. The yield is 0.710.